From a dataset of Full USPTO retrosynthesis dataset with 1.9M reactions from patents (1976-2016). Predict the reactants needed to synthesize the given product. (1) Given the product [ClH:32].[Cl:32][C:28]1[C:29]([F:31])=[CH:30][C:25]2[NH:24][C:1]([C:3]3[C:4]([NH2:17])=[N:5][CH:6]=[C:7]([C:9]4[CH:14]=[CH:13][CH:12]=[C:11]([O:15][CH3:16])[CH:10]=4)[CH:8]=3)=[N:33][C:26]=2[CH:27]=1.[CH:1]([C:3]1[C:4]([NH:17][C:18](=[O:23])[C:19]([CH3:21])([CH3:20])[CH3:22])=[N:5][CH:6]=[C:7]([C:9]2[CH:14]=[CH:13][CH:12]=[C:11]([O:15][CH3:16])[CH:10]=2)[CH:8]=1)=[O:2], predict the reactants needed to synthesize it. The reactants are: [CH:1]([C:3]1[C:4]([NH:17][C:18](=[O:23])[C:19]([CH3:22])([CH3:21])[CH3:20])=[N:5][CH:6]=[C:7]([C:9]2[CH:14]=[CH:13][CH:12]=[C:11]([O:15][CH3:16])[CH:10]=2)[CH:8]=1)=[O:2].[NH2:24][C:25]1[CH:30]=[C:29]([F:31])[C:28]([Cl:32])=[CH:27][C:26]=1[NH2:33].C(C1C(NC(=O)C(C)(C)C)=NC=C(C2C=CC=CC=2)C=1)=O.COC1C=C(B(O)O)C=CC=1. (2) Given the product [ClH:33].[CH2:1]([O:3][C:4](=[O:32])[CH2:5][CH:6]1[CH2:11][CH2:10][N:9]([C:12]2[CH:17]=[C:16]([CH3:18])[N:15]=[C:14]3[N:19]([C:23]4[C:28]([CH3:29])=[CH:27][C:26]([Br:30])=[CH:25][C:24]=4[CH3:31])[CH:20]=[C:21]([CH3:22])[C:13]=23)[CH2:8][CH2:7]1)[CH3:2], predict the reactants needed to synthesize it. The reactants are: [CH2:1]([O:3][C:4](=[O:32])[CH2:5][CH:6]1[CH2:11][CH2:10][N:9]([C:12]2[CH:17]=[C:16]([CH3:18])[N:15]=[C:14]3[N:19]([C:23]4[C:28]([CH3:29])=[CH:27][C:26]([Br:30])=[CH:25][C:24]=4[CH3:31])[CH:20]=[C:21]([CH3:22])[C:13]=23)[CH2:8][CH2:7]1)[CH3:2].[ClH:33]. (3) Given the product [CH3:4][C:5]1[N:9]([S:10]([C:13]2[CH:18]=[CH:17][C:16]([S:19]([CH3:22])(=[O:21])=[O:20])=[CH:15][CH:14]=2)(=[O:11])=[O:12])[C:8]2[S:23][CH:24]=[CH:25][C:7]=2[C:6]=1[CH2:26][C:27]([OH:29])=[O:28], predict the reactants needed to synthesize it. The reactants are: CO.O.[CH3:4][C:5]1[N:9]([S:10]([C:13]2[CH:18]=[CH:17][C:16]([S:19]([CH3:22])(=[O:21])=[O:20])=[CH:15][CH:14]=2)(=[O:12])=[O:11])[C:8]2[S:23][CH:24]=[CH:25][C:7]=2[C:6]=1[CH2:26][C:27]([O:29]C)=[O:28].[OH-].[K+]. (4) Given the product [CH3:1][O:2][CH2:3][CH2:4][N:5]([C:7]1[N:12]=[CH:11][N:10]=[C:9]([NH:13][C:14]2[CH:15]=[CH:16][C:17]([C:18]([NH:36][C:34]3[S:33][N:32]=[C:31]([C:28]4[CH:29]=[CH:30][C:25]([F:24])=[C:26]([C:37]([F:40])([F:39])[F:38])[CH:27]=4)[N:35]=3)=[O:20])=[CH:22][CH:23]=2)[CH:8]=1)[CH3:6], predict the reactants needed to synthesize it. The reactants are: [CH3:1][O:2][CH2:3][CH2:4][N:5]([C:7]1[N:12]=[CH:11][N:10]=[C:9]([NH:13][C:14]2[CH:23]=[CH:22][C:17]([C:18]([O:20]C)=O)=[CH:16][CH:15]=2)[CH:8]=1)[CH3:6].[F:24][C:25]1[CH:30]=[CH:29][C:28]([C:31]2[N:35]=[C:34]([NH2:36])[S:33][N:32]=2)=[CH:27][C:26]=1[C:37]([F:40])([F:39])[F:38]. (5) Given the product [CH:26]([C:23]1[CH:24]=[CH:25][C:20]([S:17]([NH:16][C:12]2[CH:13]=[CH:14][CH:15]=[C:10]([CH:7]3[CH2:8][CH2:9][NH:5][CH2:6]3)[CH:11]=2)(=[O:18])=[O:19])=[CH:21][CH:22]=1)([CH3:28])[CH3:27], predict the reactants needed to synthesize it. The reactants are: COC([N:5]1[CH2:9][CH2:8][CH:7]([C:10]2[CH:15]=[CH:14][CH:13]=[C:12]([NH:16][S:17]([C:20]3[CH:25]=[CH:24][C:23]([CH:26]([CH3:28])[CH3:27])=[CH:22][CH:21]=3)(=[O:19])=[O:18])[CH:11]=2)[CH2:6]1)=O.Cl. (6) Given the product [CH2:1]([O:3][C:4](=[O:21])[CH2:5][CH2:6][CH:7]=[O:8])[CH3:2], predict the reactants needed to synthesize it. The reactants are: [CH2:1]([O:3][C:4](=[O:21])[CH2:5][CH:6](C)[C:7](C1C=CC(OCCCCl)=CC=1)=[O:8])[CH3:2].C([O-])([O-])=O.[K+].[K+]. (7) Given the product [CH2:50]([O:49][C:47]([NH:31][S:28]([C:20]1[S:21][C:22]([CH2:24][CH:25]([CH3:27])[CH3:26])=[CH:23][C:19]=1[C:15]1[CH:16]=[CH:17][CH:18]=[C:13]([CH2:12][N:8]2[CH:9]=[CH:10][N:11]=[C:7]2[C:2]2[CH:3]=[CH:4][CH:5]=[CH:6][N:1]=2)[CH:14]=1)(=[O:29])=[O:30])=[O:48])[CH2:51][CH2:52][CH3:53], predict the reactants needed to synthesize it. The reactants are: [N:1]1[CH:6]=[CH:5][CH:4]=[CH:3][C:2]=1[C:7]1[N:8]([CH2:12][C:13]2[CH:14]=[C:15]([C:19]3[CH:23]=[C:22]([CH2:24][CH:25]([CH3:27])[CH3:26])[S:21][C:20]=3[S:28]([NH:31]C(C)(C)C)(=[O:30])=[O:29])[CH:16]=[CH:17][CH:18]=2)[CH:9]=[CH:10][N:11]=1.B(Cl)(Cl)Cl.C([O-])([O-])=O.[Na+].[Na+].Cl[C:47]([O:49][CH2:50][CH2:51][CH2:52][CH3:53])=[O:48]. (8) Given the product [CH3:13][O:14][CH:15]([O:18][CH3:19])[CH2:16][NH:17][S:2]([NH:5][C:6](=[O:7])[O:12][C:8]([CH3:11])([CH3:10])[CH3:9])(=[O:4])=[O:3], predict the reactants needed to synthesize it. The reactants are: Cl[S:2]([N:5]=[C:6]=[O:7])(=[O:4])=[O:3].[C:8]([OH:12])([CH3:11])([CH3:10])[CH3:9].[CH3:13][O:14][CH:15]([O:18][CH3:19])[CH2:16][NH2:17].C(N(CC)CC)C.Cl.